Dataset: Full USPTO retrosynthesis dataset with 1.9M reactions from patents (1976-2016). Task: Predict the reactants needed to synthesize the given product. (1) Given the product [Cl:1][C:2]1[CH:3]=[C:4]2[C:8](=[CH:9][CH:10]=1)[NH:7][CH:6]=[C:5]2[CH2:11][CH2:12][NH:13][C:14]([C:15]1[C:16]([C:28]2[CH:29]=[CH:30][C:25]([C:23]#[N:24])=[CH:26][CH:27]=2)=[CH:17][CH:18]=[CH:19][CH:20]=1)=[O:22], predict the reactants needed to synthesize it. The reactants are: [Cl:1][C:2]1[CH:3]=[C:4]2[C:8](=[CH:9][CH:10]=1)[NH:7][CH:6]=[C:5]2[CH2:11][CH2:12][NH:13][C:14](=[O:22])[C:15]1[CH:20]=[CH:19][CH:18]=[CH:17][C:16]=1I.[C:23]([C:25]1[CH:30]=[CH:29][C:28](B(O)O)=[CH:27][CH:26]=1)#[N:24].C(=O)([O-])[O-].[Na+].[Na+]. (2) Given the product [Cl:1][C:2]1[CH:3]=[C:4]([OH:21])[C:5]([NH:8][S:9]([CH2:12][C:13]2[CH:18]=[CH:17][CH:16]=[C:15]([Cl:20])[CH:14]=2)(=[O:11])=[O:10])=[N:6][CH:7]=1, predict the reactants needed to synthesize it. The reactants are: [Cl:1][C:2]1[CH:3]=[C:4]([OH:21])[C:5]([NH:8][S:9]([CH2:12][C:13]2[CH:18]=[C:17](Cl)[CH:16]=[C:15]([Cl:20])[CH:14]=2)(=[O:11])=[O:10])=[N:6][CH:7]=1.ClC1C=C(CS(Cl)(=O)=O)C=CC=1.ClC1C=C(CS(Cl)(=O)=O)C=C(Cl)C=1.S(Cl)(Cl)(=O)=O.